Predict the reaction yield, written as a fraction of the theoretical maximum amount of product (1.0 means a 100% yield; for example, 0.34 means a 34% yield). From a dataset of Reaction yield outcomes from USPTO patents with 853,638 reactions. (1) The reactants are [CH2:1]([O:8][C:9]1[CH:14]=[CH:13][CH:12]=[CH:11][C:10]=1B(O)O)[C:2]1[CH:7]=[CH:6][CH:5]=[CH:4][CH:3]=1.[Br:18][C:19]1[CH:24]=[CH:23][CH:22]=[CH:21][C:20]=1Br.C1(C)C=CC=CC=1.C(=O)([O-])[O-].[K+].[K+]. The catalyst is C1C=CC([P]([Pd]([P](C2C=CC=CC=2)(C2C=CC=CC=2)C2C=CC=CC=2)([P](C2C=CC=CC=2)(C2C=CC=CC=2)C2C=CC=CC=2)[P](C2C=CC=CC=2)(C2C=CC=CC=2)C2C=CC=CC=2)(C2C=CC=CC=2)C2C=CC=CC=2)=CC=1.O.C(OCC)C.C(O)C. The product is [CH2:1]([O:8][C:9]1[CH:14]=[CH:13][CH:12]=[CH:11][C:10]=1[C:20]1[CH:21]=[CH:22][CH:23]=[CH:24][C:19]=1[Br:18])[C:2]1[CH:7]=[CH:6][CH:5]=[CH:4][CH:3]=1. The yield is 0.690. (2) The reactants are [CH2:1]1[C:9]2[C:4](=[CH:5][CH:6]=[CH:7][CH:8]=2)[CH2:3][C:2]1=O.[CH2:11]([NH2:14])[C:12]#[CH:13]. No catalyst specified. The product is [N:14]1[CH:11]=[CH:12][CH:13]=[C:1]2[C:9]3[CH:8]=[CH:7][CH:6]=[CH:5][C:4]=3[CH2:3][C:2]=12. The yield is 0.560. (3) The reactants are C([N:8]1[CH2:13][C@@H:12]([CH3:14])[CH2:11][C@H:10]([NH:15][C:16](=[O:22])[O:17][C:18]([CH3:21])([CH3:20])[CH3:19])[CH2:9]1)C1C=CC=CC=1. The catalyst is [Pd].CCO. The product is [CH3:14][C@@H:12]1[CH2:13][NH:8][CH2:9][C@@H:10]([NH:15][C:16](=[O:22])[O:17][C:18]([CH3:21])([CH3:20])[CH3:19])[CH2:11]1. The yield is 1.00. (4) The reactants are CS(O[C@H:6]1[CH2:30][CH2:29][C@@:28]2([CH3:31])[C:8](=[CH:9][CH2:10][C@@H:11]3[C@@H:27]2[CH2:26][CH2:25][C@@:24]2([CH3:32])[C@H:12]3[CH2:13][CH2:14][C@@H:15]2[C@H:16]([CH3:23])[CH2:17][CH2:18][CH2:19][CH:20]([CH3:22])[CH3:21])[CH2:7]1)(=O)=O.[Si]([N:37]=[N+:38]=[N-:39])(C)(C)C.B(F)(F)F.CCOCC.C([O-])(O)=O.[Na+]. The catalyst is C(Cl)Cl. The product is [N:37]([C@H:6]1[CH2:30][CH2:29][C@@:28]2([CH3:31])[C:8](=[CH:9][CH2:10][C@@H:11]3[C@@H:27]2[CH2:26][CH2:25][C@@:24]2([CH3:32])[C@H:12]3[CH2:13][CH2:14][C@@H:15]2[C@H:16]([CH3:23])[CH2:17][CH2:18][CH2:19][CH:20]([CH3:22])[CH3:21])[CH2:7]1)=[N+:38]=[N-:39]. The yield is 0.941. (5) The reactants are [Cl:1][C:2]1[CH:3]=[C:4]([NH:9][C:10]([N:12]2[CH2:17][CH2:16][N:15]([CH2:18][C@@H:19]3[CH2:24][CH2:23][CH2:22][NH:21][CH2:20]3)[CH2:14][CH2:13]2)=[O:11])[CH:5]=[CH:6][C:7]=1[Cl:8].C(N(CC)C(C)C)(C)C.[C:34]([O:41][CH3:42])(=[O:40])[CH2:35][CH2:36][C:37]([O-])=[O:38].F[P-](F)(F)(F)(F)F.N1(OC(N(C)C)=[N+](C)C)C2N=CC=CC=2N=N1. The catalyst is CN(C)C=O. The product is [Cl:1][C:2]1[CH:3]=[C:4]([NH:9][C:10]([N:12]2[CH2:17][CH2:16][N:15]([CH2:18][C@@H:19]3[CH2:24][CH2:23][CH2:22][N:21]([C:37](=[O:38])[CH2:36][CH2:35][C:34]([O:41][CH3:42])=[O:40])[CH2:20]3)[CH2:14][CH2:13]2)=[O:11])[CH:5]=[CH:6][C:7]=1[Cl:8]. The yield is 0.960. (6) The reactants are [CH3:1][O:2][C:3]1[C:8]([C:9]2[C:22]3[C:17](=[CH:18][C:19]([O:25][CH2:26][CH3:27])=[C:20]([O:23][CH3:24])[CH:21]=3)[C@@H:16]3[C@@H:11]([CH2:12][CH2:13][C@@H:14]([OH:28])[CH2:15]3)[N:10]=2)=[CH:7][CH:6]=[C:5]([O:29][CH3:30])[N:4]=1.[BrH:31]. The catalyst is CC(C)CC(=O)C. The product is [BrH:31].[CH3:1][O:2][C:3]1[C:8]([C:9]2[C:22]3[C:17](=[CH:18][C:19]([O:25][CH2:26][CH3:27])=[C:20]([O:23][CH3:24])[CH:21]=3)[C@@H:16]3[C@@H:11]([CH2:12][CH2:13][C@@H:14]([OH:28])[CH2:15]3)[N:10]=2)=[CH:7][CH:6]=[C:5]([O:29][CH3:30])[N:4]=1. The yield is 0.970.